This data is from Cav3 T-type calcium channel HTS with 100,875 compounds. The task is: Binary Classification. Given a drug SMILES string, predict its activity (active/inactive) in a high-throughput screening assay against a specified biological target. (1) The molecule is O=C(N1CCCC1)C1CCCN(C1)Cc1ccc(OC)cc1. The result is 0 (inactive). (2) The compound is S(C(C(=O)Nc1ccc(N2CCOCC2)cc1)C)c1ccccc1. The result is 0 (inactive). (3) The molecule is O=C1CC(CC(NCCCN2CCCC2=O)=C1)(C)C. The result is 0 (inactive). (4) The molecule is Clc1c(C(=O)Cn2ncnc2C(=O)C)ccc(Cl)c1. The result is 0 (inactive). (5) The compound is O1\C(=N/CC2CC2)C2(N(C(OC(=O)N(CC)CC)=C(C=3C2C2C(CC3)C(=O)NC2=O)CC)C1=O)Cc1ccccc1. The result is 0 (inactive). (6) The molecule is Clc1cc(n2nc(c3c2CCCC3=O)CCC)c(OC)cc1. The result is 0 (inactive). (7) The compound is O1C(CCC1)CNC(=O)c1[nH]cc(c1)C(=O)c1c(cccc1)C. The result is 0 (inactive). (8) The drug is S(=O)(=O)(NCCC(=O)Nc1scc(n1)C)c1cc2c(n(c(=O)n(c2=O)C)C)cc1. The result is 0 (inactive).